Dataset: Forward reaction prediction with 1.9M reactions from USPTO patents (1976-2016). Task: Predict the product of the given reaction. Given the reactants [NH:1]1[CH2:4][CH:3]([NH:5][C:6]2[N:7]=[N:8][CH:9]=[CH:10][CH:11]=2)[CH2:2]1.[F:12][C:13]1[CH:21]=[CH:20][C:19]([CH:22]=[O:23])=[CH:18][C:14]=1[C:15](O)=[O:16].F[P-](F)(F)(F)(F)F.N1(OC(N(C)C)=[N+](C)C)C2C=CC=CC=2N=N1.C(N(CC)C(C)C)(C)C, predict the reaction product. The product is: [F:12][C:13]1[CH:21]=[CH:20][C:19]([CH:22]=[O:23])=[CH:18][C:14]=1[C:15]([N:1]1[CH2:2][CH:3]([NH:5][C:6]2[N:7]=[N:8][CH:9]=[CH:10][CH:11]=2)[CH2:4]1)=[O:16].